This data is from Forward reaction prediction with 1.9M reactions from USPTO patents (1976-2016). The task is: Predict the product of the given reaction. (1) Given the reactants C(OP([CH2:9][C:10]([N:12]1[CH2:33][CH2:32][C:15]2[C:16]3[C:21]([NH:22][C:23]4[CH:28]=[CH:27][C:26]([F:29])=[C:25]([Cl:30])[CH:24]=4)=[N:20][CH:19]=[N:18][C:17]=3[S:31][C:14]=2[CH2:13]1)=[O:11])(=O)OCC)C.[H-].[Na+].CO.[CH2:38]1[CH2:42]O[CH2:40][CH2:39]1, predict the reaction product. The product is: [Cl:30][C:25]1[CH:24]=[C:23]([NH:22][C:21]2[C:16]3[C:15]4[CH2:32][CH2:33][N:12]([C:10](=[O:11])/[CH:9]=[CH:9]/[CH:10]5[CH2:42][CH2:38][CH2:39][CH2:40][N:12]5[CH3:13])[CH2:13][C:14]=4[S:31][C:17]=3[N:18]=[CH:19][N:20]=2)[CH:28]=[CH:27][C:26]=1[F:29]. (2) The product is: [N+:23]([C:20]1[CH:19]=[CH:18][C:17]([O:16][C:14]2[CH:13]=[CH:12][N:11]=[C:10]([NH:9][C:8](=[O:26])[N:28]([CH3:27])[CH:29]3[CH2:34][CH2:33][N:32]([CH3:35])[CH2:31][CH2:30]3)[CH:15]=2)=[CH:22][CH:21]=1)([O-:25])=[O:24]. Given the reactants C1(O[C:8](=[O:26])[NH:9][C:10]2[CH:15]=[C:14]([O:16][C:17]3[CH:22]=[CH:21][C:20]([N+:23]([O-:25])=[O:24])=[CH:19][CH:18]=3)[CH:13]=[CH:12][N:11]=2)C=CC=CC=1.[CH3:27][NH:28][CH:29]1[CH2:34][CH2:33][N:32]([CH3:35])[CH2:31][CH2:30]1, predict the reaction product. (3) The product is: [N:29]1[C:33]2[CH:34]=[CH:35][CH:36]=[CH:37][C:32]=2[NH:31][C:30]=1[S:38][CH2:39][CH2:40][N:41]1[CH2:46][CH2:45][N:44]([CH2:23][C:22]([NH:21][C:20]2[C:15]([S:14][CH3:13])=[N:16][C:17]([CH3:28])=[CH:18][C:19]=2[S:26][CH3:27])=[O:25])[CH2:43][CH2:42]1. Given the reactants N(C(OCC)=O)=NC(OCC)=O.[CH3:13][S:14][C:15]1[C:20]([NH:21][C:22](=[O:25])[CH2:23]O)=[C:19]([S:26][CH3:27])[CH:18]=[C:17]([CH3:28])[N:16]=1.[N:29]1[C:33]2[CH:34]=[CH:35][CH:36]=[CH:37][C:32]=2[NH:31][C:30]=1[S:38][CH2:39][CH2:40][N:41]1[CH2:46][CH2:45][NH:44][CH2:43][CH2:42]1.C1(P(C2C=CC=CC=2)C2C=CC=CC=2)C=CC=CC=1, predict the reaction product. (4) The product is: [OH:9][C:6]1[CH:7]=[CH:8][C:3]2[N:2]=[C:19]([C:18]([O:17][CH3:16])=[O:23])[O:10][C:4]=2[CH:5]=1. Given the reactants Cl.[NH2:2][C:3]1[CH:8]=[CH:7][C:6]([OH:9])=[CH:5][C:4]=1[OH:10].C(=O)([O-])O.[Na+].[CH3:16][O:17][C:18](OC)([O:23]C)[C:19](OC)=O, predict the reaction product. (5) Given the reactants Br[C:2]1[CH:11]=[C:10]2[C:5]([C:6]([Cl:12])=[CH:7][CH:8]=[N:9]2)=[CH:4][C:3]=1[CH3:13].CC1(C)C2C(=C(P(C3C=CC=CC=3)C3C=CC=CC=3)C=CC=2)OC2C(P(C3C=CC=CC=3)C3C=CC=CC=3)=CC=CC1=2.CCN(C(C)C)C(C)C.[CH2:65]([SH:72])[C:66]1[CH:71]=[CH:70][CH:69]=[CH:68][CH:67]=1, predict the reaction product. The product is: [CH2:65]([S:72][C:2]1[CH:11]=[C:10]2[C:5]([C:6]([Cl:12])=[CH:7][CH:8]=[N:9]2)=[CH:4][C:3]=1[CH3:13])[C:66]1[CH:71]=[CH:70][CH:69]=[CH:68][CH:67]=1. (6) Given the reactants [Br:1][C:2]1[CH:3]=[C:4]([CH:6]=[CH:7][CH:8]=1)[NH2:5].[CH2:9]([O:11][C:12](=[O:23])[C:13](=[CH:19]OCC)[C:14]([O:16][CH2:17][CH3:18])=[O:15])[CH3:10], predict the reaction product. The product is: [Br:1][C:2]1[CH:3]=[C:4]([NH:5][CH:19]=[C:13]([C:12]([O:11][CH2:9][CH3:10])=[O:23])[C:14]([O:16][CH2:17][CH3:18])=[O:15])[CH:6]=[CH:7][CH:8]=1. (7) Given the reactants [N+:1]([C:4]1[CH:5]=[N:6][CH:7]=[CH:8][C:9]=1[NH:10][CH:11]1[CH2:16][CH2:15][N:14]([C:17]([O:19][C:20]([CH3:23])([CH3:22])[CH3:21])=[O:18])[CH2:13][CH2:12]1)([O-])=O, predict the reaction product. The product is: [NH2:1][C:4]1[CH:5]=[N:6][CH:7]=[CH:8][C:9]=1[NH:10][CH:11]1[CH2:16][CH2:15][N:14]([C:17]([O:19][C:20]([CH3:23])([CH3:22])[CH3:21])=[O:18])[CH2:13][CH2:12]1. (8) Given the reactants [CH3:1][C@@H:2]1[CH2:7][N:6]([CH2:8][C:9]2[CH:14]=[CH:13][C:12]([N+:15]([O-])=O)=[CH:11][CH:10]=2)[CH2:5][CH2:4][N:3]1[C:18]([O:20][C:21]([CH3:24])([CH3:23])[CH3:22])=[O:19].[OH-].[K+], predict the reaction product. The product is: [NH2:15][C:12]1[CH:13]=[CH:14][C:9]([CH2:8][N:6]2[CH2:5][CH2:4][N:3]([C:18]([O:20][C:21]([CH3:24])([CH3:23])[CH3:22])=[O:19])[C@H:2]([CH3:1])[CH2:7]2)=[CH:10][CH:11]=1. (9) Given the reactants [Br:1][C:2]1[N:6]2[CH:7]=[CH:8][CH:9]=[CH:10][C:5]2=[C:4]([C:11](N(OC)C)=[O:12])[N:3]=1.CC(C[AlH]CC(C)C)C, predict the reaction product. The product is: [Br:1][C:2]1[N:6]2[CH:7]=[CH:8][CH:9]=[CH:10][C:5]2=[C:4]([CH:11]=[O:12])[N:3]=1. (10) Given the reactants Cl[C:2]([O:4][C:5]1[CH:10]=[CH:9][CH:8]=[CH:7][CH:6]=1)=[O:3].[CH3:11][C@H:12]1[CH2:17][O:16][CH2:15][CH2:14][N:13]1[C:18]1[CH:23]=[C:22]([C:24]([S:27]([C:30]([CH3:33])([CH3:32])[CH3:31])(=[O:29])=[O:28])([CH3:26])[CH3:25])[N:21]=[C:20]([C:34]2[CH:40]=[CH:39][C:37]([NH2:38])=[CH:36][CH:35]=2)[N:19]=1.C(=O)([O-])O.[Na+], predict the reaction product. The product is: [CH3:11][C@H:12]1[CH2:17][O:16][CH2:15][CH2:14][N:13]1[C:18]1[CH:23]=[C:22]([C:24]([S:27]([C:30]([CH3:33])([CH3:32])[CH3:31])(=[O:29])=[O:28])([CH3:25])[CH3:26])[N:21]=[C:20]([C:34]2[CH:40]=[CH:39][C:37]([NH:38][C:2](=[O:3])[O:4][C:5]3[CH:10]=[CH:9][CH:8]=[CH:7][CH:6]=3)=[CH:36][CH:35]=2)[N:19]=1.